Dataset: Forward reaction prediction with 1.9M reactions from USPTO patents (1976-2016). Task: Predict the product of the given reaction. (1) Given the reactants Br[C:2]1[CH:11]=[C:10]2[C:5]([C:6]([C:12]([O:14][CH3:15])=[O:13])=[CH:7][CH:8]=[N:9]2)=[CH:4][CH:3]=1.CC1(C)C(C)(C)OB([C:24]2[CH:29]=[CH:28][C:27]([OH:30])=[CH:26][CH:25]=2)O1.C1(P(C2C=CC=CC=2)C2C=CC=CC=2)C=CC=CC=1.[O-]P([O-])([O-])=O.[K+].[K+].[K+].O, predict the reaction product. The product is: [OH:30][C:27]1[CH:28]=[CH:29][C:24]([C:2]2[CH:11]=[C:10]3[C:5]([C:6]([C:12]([O:14][CH3:15])=[O:13])=[CH:7][CH:8]=[N:9]3)=[CH:4][CH:3]=2)=[CH:25][CH:26]=1. (2) Given the reactants [C:1]1([S:7]([Cl:10])(=[O:9])=[O:8])[CH:6]=[CH:5][CH:4]=[CH:3][CH:2]=1.[N:11]1C=CC=CC=1.[NH2:17][C:18]1[CH:19]=[C:20]([N:27]2[CH2:32][CH2:31][CH:30](NC(=O)OC(C)(C)C)[CH2:29][CH2:28]2)[C:21]2[O:25][CH:24]=[CH:23][C:22]=2[CH:26]=1, predict the reaction product. The product is: [ClH:10].[NH2:11][CH:32]1[CH2:31][CH2:30][CH2:29][CH2:28][N:27]1[C:20]1[C:21]2[O:25][CH:24]=[CH:23][C:22]=2[CH:26]=[C:18]([NH:17][S:7]([C:1]2[CH:6]=[CH:5][CH:4]=[CH:3][CH:2]=2)(=[O:9])=[O:8])[CH:19]=1. (3) Given the reactants [C:1]([C:4]1[CH:8]=[C:7]([C:9]2[CH:14]=[CH:13][C:12]([C:15]([F:18])([F:17])[F:16])=[CH:11][CH:10]=2)[S:6][C:5]=1[CH:19]=[O:20])([CH3:3])=[CH2:2].[BH4-].[Na+], predict the reaction product. The product is: [C:1]([C:4]1[CH:8]=[C:7]([C:9]2[CH:14]=[CH:13][C:12]([C:15]([F:17])([F:18])[F:16])=[CH:11][CH:10]=2)[S:6][C:5]=1[CH2:19][OH:20])([CH3:3])=[CH2:2]. (4) Given the reactants [C:1]([O:5][C:6](=[O:22])[NH:7][C:8]1[CH:13]=[CH:12][C:11]([C:14]2[CH:19]=[CH:18][CH:17]=[CH:16][C:15]=2[F:20])=[CH:10][C:9]=1[NH2:21])([CH3:4])([CH3:3])[CH3:2].C([O:27][C:28](=O)[CH2:29][C:30]([C:32]1[N:33]=[C:34]([N:37]2[CH:41]=[C:40]([CH3:42])[N:39]=[CH:38]2)[S:35][CH:36]=1)=[O:31])(C)(C)C, predict the reaction product. The product is: [C:1]([O:5][C:6](=[O:22])[NH:7][C:8]1[CH:13]=[CH:12][C:11]([C:14]2[CH:19]=[CH:18][CH:17]=[CH:16][C:15]=2[F:20])=[CH:10][C:9]=1[NH:21][C:28](=[O:27])[CH2:29][C:30]([C:32]1[N:33]=[C:34]([N:37]2[CH:41]=[C:40]([CH3:42])[N:39]=[CH:38]2)[S:35][CH:36]=1)=[O:31])([CH3:4])([CH3:2])[CH3:3]. (5) Given the reactants CCN(C(C)C)C(C)C.[C:10]1([C:23]2[CH:28]=[CH:27][CH:26]=[CH:25][CH:24]=2)[CH:15]=[CH:14][C:13]([NH:16][C:17](=[O:22])[CH2:18][C:19]([OH:21])=O)=[CH:12][CH:11]=1.C1C=CC2N(O)N=NC=2C=1.CCN=C=NCCCN(C)C.Cl.Cl.[F:52][C:53]1[CH:54]=[C:55]([CH:63]=[C:64]([F:67])[C:65]=1[F:66])[O:56][CH:57]1[CH2:62][CH2:61][NH:60][CH2:59][CH2:58]1, predict the reaction product. The product is: [C:10]1([C:23]2[CH:28]=[CH:27][CH:26]=[CH:25][CH:24]=2)[CH:11]=[CH:12][C:13]([NH:16][C:17](=[O:22])[CH2:18][C:19](=[O:21])[N:60]2[CH2:61][CH2:62][CH:57]([O:56][C:55]3[CH:54]=[C:53]([F:52])[C:65]([F:66])=[C:64]([F:67])[CH:63]=3)[CH2:58][CH2:59]2)=[CH:14][CH:15]=1. (6) Given the reactants [NH2:1][C:2]1[CH:7]=[CH:6][C:5]([C:8]2[CH:9]=[C:10]3[C:14](=[CH:15][CH:16]=2)[C:13](=[O:17])[N:12]([C@@H:18]([CH:23]([CH3:25])[CH3:24])[C:19]([O:21][CH3:22])=[O:20])[CH2:11]3)=[CH:4][CH:3]=1.[F:26][C:27]1[CH:32]=[CH:31][CH:30]=[CH:29][C:28]=1[N:33]=[C:34]=[S:35], predict the reaction product. The product is: [F:26][C:27]1[CH:32]=[CH:31][CH:30]=[CH:29][C:28]=1[NH:33][C:34](=[S:35])[NH:1][C:2]1[CH:7]=[CH:6][C:5]([C:8]2[CH:9]=[C:10]3[C:14](=[CH:15][CH:16]=2)[C:13](=[O:17])[N:12]([C@@H:18]([CH:23]([CH3:25])[CH3:24])[C:19]([O:21][CH3:22])=[O:20])[CH2:11]3)=[CH:4][CH:3]=1. (7) Given the reactants [F:1][C:2]1[CH:16]=[C:15](B2OC(C)(C)C(C)(C)O2)[CH:14]=[CH:13][C:3]=1[O:4][C:5]1[CH:10]=[C:9]([CH3:11])[N:8]=[C:7]([CH3:12])[CH:6]=1.C([O-])(O)=O.[Na+].Br[C:32]1[CH:37]=[CH:36][N:35]([CH2:38][CH2:39][CH2:40][CH3:41])[C:34](=[O:42])[C:33]=1[C:43]#[N:44], predict the reaction product. The product is: [CH2:38]([N:35]1[CH:36]=[CH:37][C:32]([C:15]2[CH:14]=[CH:13][C:3]([O:4][C:5]3[CH:6]=[C:7]([CH3:12])[N:8]=[C:9]([CH3:11])[CH:10]=3)=[C:2]([F:1])[CH:16]=2)=[C:33]([C:43]#[N:44])[C:34]1=[O:42])[CH2:39][CH2:40][CH3:41]. (8) Given the reactants [NH:1]1[C:9]2[C:4](=[C:5]([N:10]3[CH2:15][CH2:14][N:13]([C:16](=O)[C@H:17]([NH:25][CH:26]=O)[CH2:18][C:19]4[CH:24]=[CH:23][CH:22]=[CH:21][N:20]=4)[CH2:12][CH2:11]3)[CH:6]=[CH:7][CH:8]=2)[CH:3]=[CH:2]1.B(F)(F)F.CCOCC.B.C1COCC1.Cl, predict the reaction product. The product is: [NH:1]1[C:9]2[C:4](=[C:5]([N:10]3[CH2:15][CH2:14][N:13]([CH2:16][C@H:17]([NH:25][CH3:26])[CH2:18][C:19]4[CH:24]=[CH:23][CH:22]=[CH:21][N:20]=4)[CH2:12][CH2:11]3)[CH:6]=[CH:7][CH:8]=2)[CH:3]=[CH:2]1. (9) Given the reactants [F:1][C:2]1[CH:25]=[CH:24][CH:23]=[C:22]([O:26][CH3:27])[C:3]=1[CH2:4][O:5][C:6]1[C:7]2[N:8]([C:13]([C:17]([O:19]CC)=[O:18])=[C:14]([CH3:16])[N:15]=2)[CH:9]=[C:10]([CH3:12])[CH:11]=1.[OH-].[Li+].Cl, predict the reaction product. The product is: [F:1][C:2]1[CH:25]=[CH:24][CH:23]=[C:22]([O:26][CH3:27])[C:3]=1[CH2:4][O:5][C:6]1[C:7]2[N:8]([C:13]([C:17]([OH:19])=[O:18])=[C:14]([CH3:16])[N:15]=2)[CH:9]=[C:10]([CH3:12])[CH:11]=1.